This data is from Catalyst prediction with 721,799 reactions and 888 catalyst types from USPTO. The task is: Predict which catalyst facilitates the given reaction. (1) Reactant: O1CCOCC1.[CH:7]1([NH:13][C:14]2[CH:23]=[C:22]3[C:17]([C:18](=[O:33])[C:19]([O:29][CH2:30][C:31]#[N:32])=[CH:20][N:21]3[CH:24]3[CH2:28][CH2:27][CH2:26][CH2:25]3)=[CH:16][C:15]=2[F:34])[CH2:12][CH2:11][CH2:10][CH2:9][CH2:8]1.C([Sn]([N:48]=[N+:49]=[N-:50])(CCCC)CCCC)CCC.[OH-].[Na+]. Product: [CH:7]1([NH:13][C:14]2[CH:23]=[C:22]3[C:17]([C:18](=[O:33])[C:19]([O:29][CH2:30][C:31]4[NH:50][N:49]=[N:48][N:32]=4)=[CH:20][N:21]3[CH:24]3[CH2:28][CH2:27][CH2:26][CH2:25]3)=[CH:16][C:15]=2[F:34])[CH2:8][CH2:9][CH2:10][CH2:11][CH2:12]1. The catalyst class is: 28. (2) Reactant: Br[C:2]1[C:10]2[C:5](=[CH:6][C:7]([S:11]([O:14][C:15]3[C:20]([F:21])=[C:19]([F:22])[C:18]([F:23])=[C:17]([F:24])[C:16]=3[F:25])(=[O:13])=[O:12])=[CH:8][CH:9]=2)[N:4]([CH3:26])[CH:3]=1.[CH3:27][N:28]1[C:32]([C:33]2[CH:38]=[C:37]([C:39]([F:42])([F:41])[F:40])[CH:36]=[CH:35][C:34]=2B(O)O)=[CH:31][CH:30]=[N:29]1.P([O-])([O-])([O-])=O.[K+].[K+].[K+]. Product: [CH3:26][N:4]1[C:5]2[C:10](=[CH:9][CH:8]=[C:7]([S:11]([O:14][C:15]3[C:20]([F:21])=[C:19]([F:22])[C:18]([F:23])=[C:17]([F:24])[C:16]=3[F:25])(=[O:13])=[O:12])[CH:6]=2)[C:2]([C:34]2[CH:35]=[CH:36][C:37]([C:39]([F:42])([F:40])[F:41])=[CH:38][C:33]=2[C:32]2[N:28]([CH3:27])[N:29]=[CH:30][CH:31]=2)=[CH:3]1. The catalyst class is: 127. (3) Reactant: [OH:1][CH2:2][C:3]1[CH:4]=[C:5]([OH:12])[CH:6]=[C:7]([CH:9]([CH3:11])[CH3:10])[CH:8]=1.C1C=C[NH+]=CC=1.[O-][Cr](Cl)(=O)=O.CCOCC. Product: [OH:12][C:5]1[CH:4]=[C:3]([CH:8]=[C:7]([CH:9]([CH3:11])[CH3:10])[CH:6]=1)[CH:2]=[O:1]. The catalyst class is: 2. (4) Reactant: [CH3:1][N:2]1[CH:6]=[CH:5][N:4]=[CH:3]1.[CH2:7]([I:9])[CH3:8]. Product: [I-:9].[CH2:5]([N+:4]1[CH:8]=[CH:7][N:2]([CH3:1])[CH:3]=1)[CH3:6]. The catalyst class is: 11.